Task: Predict the product of the given reaction.. Dataset: Forward reaction prediction with 1.9M reactions from USPTO patents (1976-2016) (1) Given the reactants [Cl:1][C:2]1[CH:7]=[CH:6][C:5]([C:8]([N:13]2[C:21]3[C:16](=[C:17]([NH:22][C:23](=[O:29])[O:24][C:25]([CH3:28])([CH3:27])[CH3:26])[CH:18]=[CH:19][CH:20]=3)[CH:15]=[N:14]2)([CH2:11][CH3:12])[CH:9]=[O:10])=[CH:4][CH:3]=1.[CH3:30][Mg]Br.[NH4+].[Cl-], predict the reaction product. The product is: [Cl:1][C:2]1[CH:7]=[CH:6][C:5]([C:8]([N:13]2[C:21]3[C:16](=[C:17]([NH:22][C:23](=[O:29])[O:24][C:25]([CH3:28])([CH3:27])[CH3:26])[CH:18]=[CH:19][CH:20]=3)[CH:15]=[N:14]2)([CH2:11][CH3:12])[CH:9]([OH:10])[CH3:30])=[CH:4][CH:3]=1. (2) Given the reactants C(Cl)(=O)C(Cl)=O.[Cl:7][C:8]1[CH:9]=[C:10]([C@H:14]([C@@:20]([C:26]2[CH:31]=[CH:30][C:29]([Cl:32])=[CH:28][CH:27]=2)([NH:22][CH:23]([CH3:25])[CH3:24])[CH3:21])[CH2:15][CH2:16][C:17]([OH:19])=O)[CH:11]=[CH:12][CH:13]=1.CN(C=O)C, predict the reaction product. The product is: [Cl:7][C:8]1[CH:9]=[C:10]([C@@H:14]2[C@:20]([C:26]3[CH:31]=[CH:30][C:29]([Cl:32])=[CH:28][CH:27]=3)([CH3:21])[N:22]([CH:23]([CH3:24])[CH3:25])[C:17](=[O:19])[CH2:16][CH2:15]2)[CH:11]=[CH:12][CH:13]=1. (3) Given the reactants [NH:1]1[CH2:6][CH2:5][CH2:4][CH2:3][CH2:2]1.C[S+]([O-])CCCC[N:13]=[C:14]=[S:15], predict the reaction product. The product is: [N:1]1([C:14](=[S:15])[NH2:13])[CH2:6][CH2:5][CH2:4][CH2:3][CH2:2]1. (4) Given the reactants [CH2:1]([C:8]1[CH:17]=[C:16]2[C:11]([C:12]([OH:35])=[C:13]([C:30]([O:32]CC)=O)[C:14](=[O:29])[N:15]2[CH2:18][C:19]2[CH:24]=[CH:23][C:22]([S:25]([CH3:28])(=[O:27])=[O:26])=[CH:21][CH:20]=2)=[N:10][CH:9]=1)[C:2]1[CH:7]=[CH:6][CH:5]=[CH:4][CH:3]=1.[NH2:36][CH2:37][C:38]1[CH:43]=[CH:42][N:41]=[CH:40][CH:39]=1, predict the reaction product. The product is: [CH2:1]([C:8]1[CH:17]=[C:16]2[C:11]([C:12]([OH:35])=[C:13]([C:30]([NH:36][CH2:37][C:38]3[CH:43]=[CH:42][N:41]=[CH:40][CH:39]=3)=[O:32])[C:14](=[O:29])[N:15]2[CH2:18][C:19]2[CH:24]=[CH:23][C:22]([S:25]([CH3:28])(=[O:27])=[O:26])=[CH:21][CH:20]=2)=[N:10][CH:9]=1)[C:2]1[CH:7]=[CH:6][CH:5]=[CH:4][CH:3]=1. (5) Given the reactants [CH3:1][C:2]1[C:3](=[O:14])[C:4]([CH3:13])([CH2:8][CH:9]=[C:10]([CH3:12])[CH3:11])[CH2:5][CH2:6][CH:7]=1, predict the reaction product. The product is: [CH3:13][C:4]12[CH2:8][CH:9]3[C:10]([CH3:12])([CH3:11])[C:2]([CH3:1])([C:3]1=[O:14])[CH:7]3[CH2:6][CH2:5]2.